This data is from Catalyst prediction with 721,799 reactions and 888 catalyst types from USPTO. The task is: Predict which catalyst facilitates the given reaction. (1) Reactant: [OH-].[K+].[NH:3]1[C:11]2[C:6](=[CH:7][CH:8]=[CH:9][CH:10]=2)[C:5]([CH:12]=[O:13])=[CH:4]1.I[CH2:15][CH2:16][CH3:17]. Product: [CH2:15]([N:3]1[C:11]2[C:6](=[CH:7][CH:8]=[CH:9][CH:10]=2)[C:5]([CH:12]=[O:13])=[CH:4]1)[CH2:16][CH3:17]. The catalyst class is: 16. (2) Reactant: [OH-].[K+].[CH3:3][C:4]1[C:13]2[C:8](=[C:9]([C:18](=[O:20])[CH3:19])[C:10]([O:14][CH2:15][C:16]#[CH:17])=[CH:11][CH:12]=2)[O:7][C:6](=[O:21])[CH:5]=1.[CH3:22][O:23][C:24]1[CH:25]=[C:26]([CH:29]=[C:30]([O:34][CH3:35])[C:31]=1[O:32][CH3:33])[CH:27]=O. Product: [CH3:3][C:4]1[C:13]2[C:8](=[C:9]([C:18](=[O:20])[CH:19]=[CH:27][C:26]3[CH:29]=[C:30]([O:34][CH3:35])[C:31]([O:32][CH3:33])=[C:24]([O:23][CH3:22])[CH:25]=3)[C:10]([O:14][CH2:15][C:16]#[CH:17])=[CH:11][CH:12]=2)[O:7][C:6](=[O:21])[CH:5]=1. The catalyst class is: 40. (3) Reactant: [Br:1][C:2]1[CH:3]=[C:4]([CH:9]=[CH:10][CH:11]=1)[C:5]([NH:7][NH2:8])=[O:6].[CH2:12]([N:16]=[C:17]=[O:18])[CH:13]([CH3:15])[CH3:14].C(OCC)C. Product: [Br:1][C:2]1[CH:3]=[C:4]([CH:9]=[CH:10][CH:11]=1)[C:5]([NH:7][NH:8][C:17]([NH:16][CH2:12][CH:13]([CH3:15])[CH3:14])=[O:18])=[O:6]. The catalyst class is: 7.